The task is: Predict the reaction yield, written as a fraction of the theoretical maximum amount of product (1.0 means a 100% yield; for example, 0.34 means a 34% yield).. This data is from Reaction yield outcomes from USPTO patents with 853,638 reactions. (1) The reactants are [H-].[Al+3].[Li+].[H-].[H-].[H-].COC(=O)C[CH:11]([C:18]1[CH:19]=[C:20]2[C:24](=[CH:25][CH:26]=1)[N:23]([S:27]([C:30]1[CH:35]=[CH:34][CH:33]=[CH:32][CH:31]=1)(=[O:29])=[O:28])[CH:22]=[CH:21]2)[C:12]1[CH:17]=[CH:16][CH:15]=[CH:14][CH:13]=1.[CH3:37][O:38]C(=O)C=CC1C=C2C(=CC=1)N(S(C1C=CC=CC=1)(=O)=O)C=C2. The catalyst is O1CCCC1. The product is [C:30]1([S:27]([N:23]2[C:24]3[C:20](=[CH:19][C:18]([CH:11]([C:12]4[CH:13]=[CH:14][CH:15]=[CH:16][CH:17]=4)[CH2:37][OH:38])=[CH:26][CH:25]=3)[CH:21]=[CH:22]2)(=[O:29])=[O:28])[CH:31]=[CH:32][CH:33]=[CH:34][CH:35]=1. The yield is 0.690. (2) The reactants are C(OC([N:8]1[C:38]2[C:33](=[CH:34][CH:35]=[C:36]([Cl:39])[CH:37]=2)[C:10]2([CH:15]([C:16]3[CH:21]=[CH:20][CH:19]=[C:18]([Cl:22])[CH:17]=3)[CH2:14][C:13](=[O:23])[NH:12][CH:11]2[C:24]2[CH:29]=[C:28]([F:30])[CH:27]=[CH:26][C:25]=2[CH2:31]Br)[C:9]1=[O:40])=O)(C)(C)C.C([O-])([O-])=O.[K+].[K+].[CH3:47][S:48]([N:51]1[CH2:56][CH2:55][NH:54][CH2:53][CH2:52]1)(=[O:50])=[O:49]. The catalyst is C(#N)C. The product is [Cl:39][C:36]1[CH:37]=[C:38]2[NH:8][C:9](=[O:40])[C@:10]3([C@H:15]([C:16]4[CH:21]=[CH:20][CH:19]=[C:18]([Cl:22])[CH:17]=4)[CH2:14][C:13](=[O:23])[NH:12][C@@H:11]3[C:24]3[CH:29]=[C:28]([F:30])[CH:27]=[CH:26][C:25]=3[CH2:31][N:54]3[CH2:55][CH2:56][N:51]([S:48]([CH3:47])(=[O:50])=[O:49])[CH2:52][CH2:53]3)[C:33]2=[CH:34][CH:35]=1. The yield is 0.170.